This data is from Full USPTO retrosynthesis dataset with 1.9M reactions from patents (1976-2016). The task is: Predict the reactants needed to synthesize the given product. (1) Given the product [Cl:1][C:2]1[CH:3]=[N:4][C:5]([N:24]2[CH2:25][CH:26]([NH:28][C:29]3[CH:34]=[CH:33][C:32]([F:35])=[CH:31][C:30]=3[F:36])[CH2:27]2)=[C:6]([CH:23]=1)[C:7]([NH:9][C:10]1([C:13]2[CH:22]=[CH:21][C:16]([C:17]([OH:19])=[O:18])=[CH:15][CH:14]=2)[CH2:11][CH2:12]1)=[O:8], predict the reactants needed to synthesize it. The reactants are: [Cl:1][C:2]1[CH:3]=[N:4][C:5]([N:24]2[CH2:27][CH:26]([NH:28][C:29]3[CH:34]=[CH:33][C:32]([F:35])=[CH:31][C:30]=3[F:36])[CH2:25]2)=[C:6]([CH:23]=1)[C:7]([NH:9][C:10]1([C:13]2[CH:22]=[CH:21][C:16]([C:17]([O:19]C)=[O:18])=[CH:15][CH:14]=2)[CH2:12][CH2:11]1)=[O:8].[OH-].[Na+]. (2) Given the product [C:45]([S:49][S:50][CH2:51][CH:52]([NH:66][C:67](=[O:73])[O:68][CH2:69][CH:70]([CH3:71])[CH3:72])[C:53]([NH:55][CH:56]1[CH2:57][CH2:58][N:59]([P:62]([Cl:64])([O:1][CH2:2][C@H:3]2[O:4][C@@H:5]([N:28]3[CH:33]=[C:32]([CH3:34])[C:31](=[O:35])[NH:30][C:29]3=[O:36])[CH2:6][N:7]([C:9]([C:10]3[CH:15]=[CH:14][CH:13]=[CH:12][CH:11]=3)([C:16]3[CH:21]=[CH:20][CH:19]=[CH:18][CH:17]=3)[C:22]3[CH:23]=[CH:24][CH:25]=[CH:26][CH:27]=3)[CH2:8]2)=[O:63])[CH2:60][CH2:61]1)=[O:54])([CH3:48])([CH3:47])[CH3:46], predict the reactants needed to synthesize it. The reactants are: [OH:1][CH2:2][C@@H:3]1[CH2:8][N:7]([C:9]([C:22]2[CH:27]=[CH:26][CH:25]=[CH:24][CH:23]=2)([C:16]2[CH:21]=[CH:20][CH:19]=[CH:18][CH:17]=2)[C:10]2[CH:15]=[CH:14][CH:13]=[CH:12][CH:11]=2)[CH2:6][C@H:5]([N:28]2[CH:33]=[C:32]([CH3:34])[C:31](=[O:35])[NH:30][C:29]2=[O:36])[O:4]1.N1C(C)=CC=CC=1C.[C:45]([S:49][S:50][CH2:51][CH:52]([NH:66][C:67](=[O:73])[O:68][CH2:69][CH:70]([CH3:72])[CH3:71])[C:53]([NH:55][CH:56]1[CH2:61][CH2:60][N:59]([P:62](Cl)([Cl:64])=[O:63])[CH2:58][CH2:57]1)=[O:54])([CH3:48])([CH3:47])[CH3:46].